This data is from Choline transporter screen with 302,306 compounds. The task is: Binary Classification. Given a drug SMILES string, predict its activity (active/inactive) in a high-throughput screening assay against a specified biological target. (1) The drug is Clc1ccc(c2sc(c(n2)C)C(O)=O)cc1. The result is 0 (inactive). (2) The molecule is O(c1nnc(c2cc(N)c(N3CCCCC3)cc2)c2c1cccc2)C. The result is 0 (inactive). (3) The molecule is o1c(C(=O)Nc2cc3c(n(c4c3cccc4)CC)cc2)ccc1. The result is 0 (inactive).